From a dataset of Reaction yield outcomes from USPTO patents with 853,638 reactions. Predict the reaction yield, written as a fraction of the theoretical maximum amount of product (1.0 means a 100% yield; for example, 0.34 means a 34% yield). (1) The reactants are [O:1]1[CH2:6][CH2:5][CH:4]([C:7]2[CH:11]=[C:10]([NH2:12])[O:9][N:8]=2)[CH2:3][CH2:2]1.C(C1C=C(N[C:22](=[O:30])[O:23][C:24]2[CH:29]=[CH:28][CH:27]=[CH:26][CH:25]=2)ON=1)(C)C. No catalyst specified. The product is [O:1]1[CH2:2][CH2:3][CH:4]([C:7]2[CH:11]=[C:10]([NH:12][C:22](=[O:30])[O:23][C:24]3[CH:29]=[CH:28][CH:27]=[CH:26][CH:25]=3)[O:9][N:8]=2)[CH2:5][CH2:6]1. The yield is 0.560. (2) The reactants are C[O:2][C:3](=[O:33])/[CH:4]=[CH:5]/[C:6]1[CH:7]=[C:8]2[C:29](=[CH:30][CH:31]=1)[O:28][C:11]1([CH2:16][CH2:15][N:14]([CH2:17][C:18]3[C:26]4[C:21](=[CH:22][C:23]([F:27])=[CH:24][CH:25]=4)[NH:20][CH:19]=3)[CH2:13][CH2:12]1)[CH2:10][C:9]2=[O:32].[OH-].[Na+]. No catalyst specified. The product is [F:27][C:23]1[CH:22]=[C:21]2[C:26]([C:18]([CH2:17][N:14]3[CH2:15][CH2:16][C:11]4([CH2:10][C:9](=[O:32])[C:8]5[C:29](=[CH:30][CH:31]=[C:6](/[CH:5]=[CH:4]/[C:3]([OH:33])=[O:2])[CH:7]=5)[O:28]4)[CH2:12][CH2:13]3)=[CH:19][NH:20]2)=[CH:25][CH:24]=1. The yield is 0.760. (3) The reactants are [Si:1]([O:8][CH2:9][CH2:10][N:11]1[CH2:17][CH2:16][CH2:15][N:14](C(OCC2C=CC=CC=2)=O)[CH2:13][CH2:12]1)([C:4]([CH3:7])([CH3:6])[CH3:5])([CH3:3])[CH3:2]. The catalyst is [Pd].CO. The product is [Si:1]([O:8][CH2:9][CH2:10][N:11]1[CH2:17][CH2:16][CH2:15][NH:14][CH2:13][CH2:12]1)([C:4]([CH3:7])([CH3:5])[CH3:6])([CH3:3])[CH3:2]. The yield is 0.980. (4) The reactants are [CH3:1][C:2]1[CH:7]=[CH:6][C:5]([C:8]2[N:17]=[C:16]([C:18]([OH:20])=O)[C:15]3[C:10](=[CH:11][CH:12]=[CH:13][CH:14]=3)[N:9]=2)=[CH:4][CH:3]=1.Cl.[OH:22][C:23]1[C:32]([CH3:33])=[CH:31][CH:30]=[C:29]2[C:24]=1[CH2:25][CH2:26][NH:27][CH2:28]2. No catalyst specified. The product is [CH3:1][C:2]1[CH:3]=[CH:4][C:5]([C:8]2[N:17]=[C:16]([C:18]([N:27]3[CH2:26][CH2:25][C:24]4[C:29](=[CH:30][CH:31]=[C:32]([CH3:33])[C:23]=4[OH:22])[CH2:28]3)=[O:20])[C:15]3[C:10](=[CH:11][CH:12]=[CH:13][CH:14]=3)[N:9]=2)=[CH:6][CH:7]=1. The yield is 0.300. (5) The reactants are [F:1][C:2]1[CH:7]=[CH:6][C:5]([NH:8][C:9]([NH:11][C:12]2[N:16]([C:17]3[CH:22]=[CH:21][CH:20]=[CH:19][CH:18]=3)[N:15]=[C:14]([C:23]([F:26])([F:25])[F:24])[CH:13]=2)=[O:10])=[CH:4][C:3]=1[OH:27].C([O-])([O-])=O.[Cs+].[Cs+].Cl[C:35]1[C:44]2[C:39](=[CH:40][C:41]([O:47][CH3:48])=[C:42]([O:45][CH3:46])[CH:43]=2)[N:38]=[CH:37][N:36]=1. The catalyst is C1COCC1. The product is [CH3:46][O:45][C:42]1[CH:43]=[C:44]2[C:39](=[CH:40][C:41]=1[O:47][CH3:48])[N:38]=[CH:37][N:36]=[C:35]2[O:27][C:3]1[CH:4]=[C:5]([NH:8][C:9]([NH:11][C:12]2[N:16]([C:17]3[CH:22]=[CH:21][CH:20]=[CH:19][CH:18]=3)[N:15]=[C:14]([C:23]([F:24])([F:25])[F:26])[CH:13]=2)=[O:10])[CH:6]=[CH:7][C:2]=1[F:1]. The yield is 0.190.